From a dataset of Full USPTO retrosynthesis dataset with 1.9M reactions from patents (1976-2016). Predict the reactants needed to synthesize the given product. (1) Given the product [OH:9][C:10]1[CH:11]=[C:12]([C:17]2[N:21]([CH2:22][C:23]#[N:24])[N:20]=[CH:19][C:18]=2[C:25]2[CH:30]=[CH:29][N:28]=[C:27]([C:31]3[CH:32]=[N:33][CH:34]=[CH:35][CH:36]=3)[CH:26]=2)[CH:13]=[C:14]([CH3:16])[CH:15]=1, predict the reactants needed to synthesize it. The reactants are: B(F)(F)F.CSC.C[O:9][C:10]1[CH:11]=[C:12]([C:17]2[N:21]([CH2:22][C:23]#[N:24])[N:20]=[CH:19][C:18]=2[C:25]2[CH:30]=[CH:29][N:28]=[C:27]([C:31]3[CH:32]=[N:33][CH:34]=[CH:35][CH:36]=3)[CH:26]=2)[CH:13]=[C:14]([CH3:16])[CH:15]=1. (2) Given the product [Br:1][C:2]1[CH:10]=[CH:9][C:5]([C:6]2[O:8][CH:14]=[CH:13][N:16]=2)=[C:4]([CH2:11][CH3:12])[CH:3]=1, predict the reactants needed to synthesize it. The reactants are: [Br:1][C:2]1[CH:10]=[CH:9][C:5]([C:6]([OH:8])=O)=[C:4]([CH2:11][CH3:12])[CH:3]=1.[CH:13]([N:16](C(C)C)CC)(C)[CH3:14].CN(C(ON1N=NC2C=CC=NC1=2)=[N+](C)C)C.F[P-](F)(F)(F)(F)F. (3) Given the product [CH3:28][O:29][C:30](=[O:45])[C@@H:31]([NH:34][C:35]([O:37][CH2:38][C:39]1[CH:40]=[CH:41][CH:42]=[CH:43][CH:44]=1)=[O:36])[CH2:32][NH:33][C:24]([C@@H:20]1[CH2:21][CH2:22][CH2:23][N:18]([C:16](=[O:17])[CH2:15][CH2:14][CH:11]2[CH2:12][CH2:13][N:8]([C:6]([O:5][C:1]([CH3:3])([CH3:2])[CH3:4])=[O:7])[CH2:9][CH2:10]2)[CH2:19]1)=[O:25], predict the reactants needed to synthesize it. The reactants are: [C:1]([O:5][C:6]([N:8]1[CH2:13][CH2:12][CH:11]([CH2:14][CH2:15][C:16]([N:18]2[CH2:23][CH2:22][CH2:21][C@@H:20]([C:24](O)=[O:25])[CH2:19]2)=[O:17])[CH2:10][CH2:9]1)=[O:7])([CH3:4])([CH3:3])[CH3:2].Cl.[CH3:28][O:29][C:30](=[O:45])[C@@H:31]([NH:34][C:35]([O:37][CH2:38][C:39]1[CH:44]=[CH:43][CH:42]=[CH:41][CH:40]=1)=[O:36])[CH2:32][NH2:33].ON1C2C=CC=CC=2N=N1.C(N=C=NCCCN(C)C)C. (4) The reactants are: [CH2:1]([NH2:4])[C:2]#[CH:3].CCN(CC)CC.[C:12](O[C:12]([O:14][C:15]([CH3:18])([CH3:17])[CH3:16])=[O:13])([O:14][C:15]([CH3:18])([CH3:17])[CH3:16])=[O:13].Cl. Given the product [CH2:1]([NH:4][C:12](=[O:13])[O:14][C:15]([CH3:18])([CH3:17])[CH3:16])[C:2]#[CH:3], predict the reactants needed to synthesize it. (5) Given the product [C:4]([O:3][C:1](=[O:2])[NH:8][C@H:9]([C:20](=[O:22])[NH:25][CH3:23])[CH2:10][C:11]1[CH:12]=[CH:13][C:14]([N+:17]([O-:19])=[O:18])=[CH:15][CH:16]=1)([CH3:5])([CH3:6])[CH3:7], predict the reactants needed to synthesize it. The reactants are: [C:1]([NH:8][C@H:9]([C:20]([OH:22])=O)[CH2:10][C:11]1[CH:16]=[CH:15][C:14]([N+:17]([O-:19])=[O:18])=[CH:13][CH:12]=1)([O:3][C:4]([CH3:7])([CH3:6])[CH3:5])=[O:2].[CH2:23]([N:25](CC)CC)C.C(OC(Cl)=O)C(C)C.CN. (6) Given the product [CH2:14]([O:13][N:12]=[C:11]([C:8]1[CH:7]=[CH:6][C:5]([OH:4])=[CH:10][CH:9]=1)[O:21][CH2:22][C:23]1[CH:28]=[CH:27][CH:26]=[CH:25][CH:24]=1)[C:15]1[CH:16]=[CH:17][CH:18]=[CH:19][CH:20]=1, predict the reactants needed to synthesize it. The reactants are: C([O:4][C:5]1[CH:10]=[CH:9][C:8]([C:11]([O:21][CH2:22][C:23]2[CH:28]=[CH:27][CH:26]=[CH:25][CH:24]=2)=[N:12][O:13][CH2:14][C:15]2[CH:20]=[CH:19][CH:18]=[CH:17][CH:16]=2)=[CH:7][CH:6]=1)(=O)C.O. (7) The reactants are: [F:1][C:2]([F:24])([C:7]1[CH:16]=[CH:15][C:14]2[C:9](=[CH:10][CH:11]=[C:12]([C:17]([O:19]C(C)(C)C)=[O:18])[CH:13]=2)[N:8]=1)[C:3]([F:6])([F:5])[F:4].FC(F)(F)C(O)=O. Given the product [F:24][C:2]([F:1])([C:7]1[CH:16]=[CH:15][C:14]2[C:9](=[CH:10][CH:11]=[C:12]([C:17]([OH:19])=[O:18])[CH:13]=2)[N:8]=1)[C:3]([F:6])([F:5])[F:4], predict the reactants needed to synthesize it. (8) Given the product [Br:1][C:2]1[CH:7]=[CH:6][CH:5]=[CH:4][C:3]=1[S:8]([CH2:9][CH2:10][CH2:11][Cl:12])=[O:21], predict the reactants needed to synthesize it. The reactants are: [Br:1][C:2]1[CH:7]=[CH:6][CH:5]=[CH:4][C:3]=1[S:8][CH2:9][CH2:10][CH2:11][Cl:12].C1C=C(Cl)C=C(C(OO)=[O:21])C=1. (9) Given the product [Cl:1][C:2]1[CH:3]=[C:4]2[C:8](=[CH:9][CH:10]=1)[NH:7][CH:6]=[C:5]2[CH2:11][CH2:12][NH:13][C:14](=[O:23])[C:15]1[CH:20]=[CH:19][CH:18]=[C:17]([CH2:21][NH:29][CH:24]2[CH2:28][CH2:27][CH2:26][CH2:25]2)[CH:16]=1, predict the reactants needed to synthesize it. The reactants are: [Cl:1][C:2]1[CH:3]=[C:4]2[C:8](=[CH:9][CH:10]=1)[NH:7][CH:6]=[C:5]2[CH2:11][CH2:12][NH:13][C:14](=[O:23])[C:15]1[CH:20]=[CH:19][CH:18]=[C:17]([CH2:21]Cl)[CH:16]=1.[CH:24]1([NH2:29])[CH2:28][CH2:27][CH2:26][CH2:25]1.[I-].[Na+]. (10) Given the product [Cl:1][C:2]1[CH:7]=[CH:6][C:5]([S:8]([N:11]([CH2:12][C:13]2[CH:14]=[CH:15][C:16]([C:17]([O:19][CH3:20])=[O:18])=[CH:21][CH:22]=2)[CH:29]([C:23]2[CH:28]=[CH:27][CH:26]=[CH:25][CH:24]=2)[CH2:30][CH3:31])(=[O:10])=[O:9])=[CH:4][CH:3]=1, predict the reactants needed to synthesize it. The reactants are: [Cl:1][C:2]1[CH:7]=[CH:6][C:5]([S:8]([NH:11][CH2:12][C:13]2[CH:22]=[CH:21][C:16]([C:17]([O:19][CH3:20])=[O:18])=[CH:15][CH:14]=2)(=[O:10])=[O:9])=[CH:4][CH:3]=1.[C:23]1([CH:29](O)[CH2:30][CH3:31])[CH:28]=[CH:27][CH:26]=[CH:25][CH:24]=1.C1C=CC(P(C2C=CC=CC=2)C2C=CC=CC=2)=CC=1.N(C(OC(C)C)=O)=NC(OC(C)C)=O.